This data is from Catalyst prediction with 721,799 reactions and 888 catalyst types from USPTO. The task is: Predict which catalyst facilitates the given reaction. (1) Reactant: [F:1][C:2]1[C:10]([F:11])=[C:9]([F:12])[C:8]([F:13])=[CH:7][C:3]=1[C:4]([OH:6])=[O:5].[Li][CH2:15]CCC. Product: [CH3:15][C:7]1[C:3]([C:4]([OH:6])=[O:5])=[C:2]([F:1])[C:10]([F:11])=[C:9]([F:12])[C:8]=1[F:13]. The catalyst class is: 1. (2) Reactant: F[C:2]1[CH:3]=[C:4]([C:11]2[S:15][C:14]([N:16]([C:38]([O:40][C:41]([CH3:44])([CH3:43])[CH3:42])=[O:39])[CH2:17][C@@H:18]([NH:30][C:31](=[O:37])[O:32][C:33]([CH3:36])([CH3:35])[CH3:34])[CH2:19][C:20]3[CH:25]=[CH:24][C:23]([C:26]([F:29])([F:28])[F:27])=[CH:22][CH:21]=3)=[N:13][N:12]=2)[CH:5]=[CH:6][C:7]=1[N+:8]([O-:10])=[O:9].C(=O)([O-])[O-:46].[Cs+].[Cs+].C(O)(=O)C. Product: [OH:46][C:2]1[CH:3]=[C:4]([C:11]2[S:15][C:14]([N:16]([C:38]([O:40][C:41]([CH3:43])([CH3:42])[CH3:44])=[O:39])[CH2:17][C@@H:18]([NH:30][C:31](=[O:37])[O:32][C:33]([CH3:36])([CH3:34])[CH3:35])[CH2:19][C:20]3[CH:21]=[CH:22][C:23]([C:26]([F:28])([F:29])[F:27])=[CH:24][CH:25]=3)=[N:13][N:12]=2)[CH:5]=[CH:6][C:7]=1[N+:8]([O-:10])=[O:9]. The catalyst class is: 3. (3) Reactant: C([O-])(=O)C.[CH2:5]([O:7][C:8]1[CH:9]=[C:10]([C:17]2[CH:22]=[CH:21][N+:20]([CH2:23][CH2:24][CH3:25])=[CH:19][CH:18]=2)[CH:11]=[CH:12][C:13]=1[N+:14]([O-:16])=[O:15])[CH3:6].[BH4-].[Na+]. Product: [CH2:5]([O:7][C:8]1[CH:9]=[C:10]([C:17]2[CH2:22][CH2:21][N:20]([CH2:23][CH2:24][CH3:25])[CH2:19][CH:18]=2)[CH:11]=[CH:12][C:13]=1[N+:14]([O-:16])=[O:15])[CH3:6]. The catalyst class is: 191. (4) Reactant: [NH:1]1[CH:5]=[C:4]([C:6]2[CH:35]=[CH:34][C:9]3[N:10]([C:13]4[CH:14]=[C:15]([NH:27][S:28]([CH:31]5[CH2:33][CH2:32]5)(=[O:30])=[O:29])[CH:16]=[C:17]([C:19]5[CH:24]=[CH:23][C:22]([F:25])=[CH:21][C:20]=5[F:26])[CH:18]=4)[CH:11]=[N:12][C:8]=3[CH:7]=2)[CH:3]=[N:2]1.N1C=CC=CC=1.[CH3:42][S:43](Cl)(=[O:45])=[O:44]. Product: [F:26][C:20]1[CH:21]=[C:22]([F:25])[CH:23]=[CH:24][C:19]=1[C:17]1[CH:18]=[C:13]([N:10]2[C:9]3[CH:34]=[CH:35][C:6]([C:4]4[CH:5]=[N:1][N:2]([S:43]([CH3:42])(=[O:45])=[O:44])[CH:3]=4)=[CH:7][C:8]=3[N:12]=[CH:11]2)[CH:14]=[C:15]([NH:27][S:28]([CH:31]2[CH2:32][CH2:33]2)(=[O:29])=[O:30])[CH:16]=1. The catalyst class is: 2. (5) The catalyst class is: 5. Reactant: Cl.[Si]([O:9][C:10]([CH3:34])([CH3:33])[CH2:11][CH2:12][N:13]1[C:17](=[O:18])[CH2:16][C:15]2([CH2:23][CH2:22][C:21]([N:30]([CH3:32])[CH3:31])([C:24]3[CH:29]=[CH:28][CH:27]=[CH:26][CH:25]=3)[CH2:20][CH2:19]2)[CH2:14]1)(C(C)(C)C)(C)C.C(=O)([O-])[O-].[K+].[K+].CC(O)(C)CCO. Product: [CH3:32][N:30]([CH3:31])[C:21]1([C:24]2[CH:29]=[CH:28][CH:27]=[CH:26][CH:25]=2)[CH2:22][CH2:23][C:15]2([CH2:14][N:13]([CH2:12][CH2:11][C:10]([OH:9])([CH3:34])[CH3:33])[C:17](=[O:18])[CH2:16]2)[CH2:19][CH2:20]1. (6) Reactant: [CH2:1]([O:8][C:9]1[C:17]([CH2:18][CH:19]([OH:22])[CH2:20][OH:21])=[CH:16][C:15]([CH3:23])=[C:14]2[C:10]=1[CH2:11][CH2:12][CH2:13]2)[C:2]1[CH:7]=[CH:6][CH:5]=[CH:4][CH:3]=1.[C:24]1([CH3:34])[CH:29]=[CH:28][C:27]([S:30](Cl)(=[O:32])=[O:31])=[CH:26][CH:25]=1. Product: [CH3:34][C:24]1[CH:29]=[CH:28][C:27]([S:30]([O:21][CH2:20][CH:19]([OH:22])[CH2:18][C:17]2[C:9]([O:8][CH2:1][C:2]3[CH:3]=[CH:4][CH:5]=[CH:6][CH:7]=3)=[C:10]3[C:14](=[C:15]([CH3:23])[CH:16]=2)[CH2:13][CH2:12][CH2:11]3)(=[O:32])=[O:31])=[CH:26][CH:25]=1. The catalyst class is: 17. (7) Reactant: [CH2:1]([N:3]([CH2:24][CH3:25])[C:4]1[CH:9]=[CH:8][C:7]([NH:10][C:11]([C:13]2([NH2:23])[CH2:22][CH2:21][C:20]3[C:15](=[CH:16][CH:17]=[CH:18][CH:19]=3)[CH2:14]2)=[O:12])=[CH:6][CH:5]=1)[CH3:2].C([NH:33][CH2:34][C:35](O)=[O:36])(OC(C)(C)C)=O.CCN(CC)CC.CN(C(ON1N=NC2C=CC=CC1=2)=[N+](C)C)C.[B-](F)(F)(F)F. Product: [CH2:24]([N:3]([CH2:1][CH3:2])[C:4]1[CH:5]=[CH:6][C:7]([NH:10][C:11]([C:13]2([NH:23][C:35](=[O:36])[CH2:34][NH2:33])[CH2:22][CH2:21][C:20]3[C:15](=[CH:16][CH:17]=[CH:18][CH:19]=3)[CH2:14]2)=[O:12])=[CH:8][CH:9]=1)[CH3:25]. The catalyst class is: 3.